From a dataset of Forward reaction prediction with 1.9M reactions from USPTO patents (1976-2016). Predict the product of the given reaction. (1) Given the reactants [C:1]([NH:11][CH2:12][C:13]([OH:15])=O)([O:3][CH2:4][C:5]1[CH:10]=[CH:9][CH:8]=[CH:7][CH:6]=1)=[O:2].CN1CCOCC1.ClC(OCC)=O.[NH2:29][NH2:30].C([O-])(O)=O.[Na+], predict the reaction product. The product is: [NH:29]([C:13](=[O:15])[CH2:12][NH:11][C:1](=[O:2])[O:3][CH2:4][C:5]1[CH:10]=[CH:9][CH:8]=[CH:7][CH:6]=1)[NH2:30]. (2) Given the reactants [CH3:1][C@@H:2]([NH:13][CH2:14][CH2:15][CH2:16][C:17]1[CH:18]=[CH:19][CH:20]=[C:21]([C:23]([F:26])([F:25])[F:24])[CH:22]=1)[C:3]1[CH:4]=[CH:5][CH:6]=[C:7]2[CH:12]=[CH:11][CH:10]=[CH:9][C:8]=12.[ClH:27].O, predict the reaction product. The product is: [CH3:1][C@@H:2]([NH:13][CH2:14][CH2:15][CH2:16][C:17]1[CH:18]=[CH:19][CH:20]=[C:21]([C:23]([F:24])([F:25])[F:26])[CH:22]=1)[C:3]1[CH:4]=[CH:5][CH:6]=[C:7]2[CH:12]=[CH:11][CH:10]=[CH:9][C:8]=12.[ClH:27]. (3) Given the reactants OC(C(F)(F)F)=O.[NH2:8][C:9]1[NH:13][C:12](=[C:14]2[C:27]3[C:26]4[C:21](=[CH:22][CH:23]=[C:24](Br)[CH:25]=4)[NH:20][C:19]=3[C:18](=[O:29])[NH:17][CH2:16][CH2:15]2)[C:11](=[O:30])[N:10]=1.O.O.O.C([O-])(=O)C.[Na+], predict the reaction product. The product is: [NH2:8][C:9]1[NH:13][C:12](=[C:14]2[C:27]3[C:26]4[C:21](=[CH:22][CH:23]=[CH:24][CH:25]=4)[NH:20][C:19]=3[C:18](=[O:29])[NH:17][CH2:16][CH2:15]2)[C:11](=[O:30])[N:10]=1. (4) Given the reactants [CH2:1]([N:4]([CH2:20][CH2:21][CH3:22])[C:5]([CH2:7][C:8]1[C:16]2[C:11](=[CH:12][CH:13]=[C:14]([O:17][CH3:18])[CH:15]=2)[N:10]([CH3:19])[CH:9]=1)=[O:6])[CH2:2][CH3:3].C([BH3-])#N.[Na+].[OH-].[Na+], predict the reaction product. The product is: [CH2:20]([N:4]([CH2:1][CH2:2][CH3:3])[C:5]([CH2:7][CH:8]1[C:16]2[C:11](=[CH:12][CH:13]=[C:14]([O:17][CH3:18])[CH:15]=2)[N:10]([CH3:19])[CH2:9]1)=[O:6])[CH2:21][CH3:22]. (5) Given the reactants Cl[C:2]1[C:3]2[N:10]([CH3:11])[C:9]([Cl:12])=[CH:8][C:4]=2[N:5]=[CH:6][N:7]=1.[Cl:13][C:14]1[CH:15]=[C:16]([CH:18]=[CH:19][C:20]=1[O:21][C:22]1[CH:30]=[CH:29][CH:28]=[C:27]2[C:23]=1[CH:24]=[CH:25][NH:26]2)[NH2:17].C(=O)([O-])O.[Na+], predict the reaction product. The product is: [Cl:12][C:9]1[N:10]([CH3:11])[C:3]2[C:2]([NH:17][C:16]3[CH:18]=[CH:19][C:20]([O:21][C:22]4[CH:30]=[CH:29][CH:28]=[C:27]5[C:23]=4[CH:24]=[CH:25][NH:26]5)=[C:14]([Cl:13])[CH:15]=3)=[N:7][CH:6]=[N:5][C:4]=2[CH:8]=1. (6) Given the reactants [Cl:1][C:2]1[CH:10]=[CH:9][C:5]([C:6]([NH2:8])=[O:7])=[CH:4][CH:3]=1.[CH:11]([C@H:13]1[CH2:17][CH2:16][CH2:15][N:14]1[C:18]([O:20][C:21]([CH3:24])([CH3:23])[CH3:22])=[O:19])=O.[NH:25]1[C:29]2[CH:30]=[CH:31][CH:32]=[CH:33][C:28]=2[N:27]=[N:26]1.C1(C)C=CC(S(O)(=O)=O)=CC=1, predict the reaction product. The product is: [N:25]1([CH:11]([NH:8][C:6](=[O:7])[C:5]2[CH:9]=[CH:10][C:2]([Cl:1])=[CH:3][CH:4]=2)[C@H:13]2[CH2:17][CH2:16][CH2:15][N:14]2[C:18]([O:20][C:21]([CH3:24])([CH3:23])[CH3:22])=[O:19])[C:29]2[CH:30]=[CH:31][CH:32]=[CH:33][C:28]=2[N:27]=[N:26]1. (7) Given the reactants C1COCC1.[NH2:6][C:7]1[C:12]2=[CH:13][C:14]([C:16](OCC)=[O:17])=[CH:15][N:11]2[N:10]=[CH:9][N:8]=1.CC(C[AlH]CC(C)C)C.[C@H](O)(C([O-])=O)[C@@H](O)C([O-])=O.[Na+].[K+], predict the reaction product. The product is: [NH2:6][C:7]1[C:12]2=[CH:13][C:14]([CH2:16][OH:17])=[CH:15][N:11]2[N:10]=[CH:9][N:8]=1. (8) Given the reactants [F:1][C:2]1[CH:3]=[C:4]2[C:10]([C:11]3[N:16]=[C:15](S(C)=O)[C:14]([F:20])=[CH:13][N:12]=3)=[CH:9][N:8]([S:21]([C:24]3[CH:29]=[CH:28][C:27]([CH3:30])=[CH:26][CH:25]=3)(=[O:23])=[O:22])[C:5]2=[N:6][CH:7]=1.[NH2:31][C@H:32]1[CH2:37][CH2:36][CH2:35][C@@H:34]([NH:38][C:39](=[O:45])[O:40][C:41]([CH3:44])([CH3:43])[CH3:42])[CH2:33]1, predict the reaction product. The product is: [F:20][C:14]1[C:15]([NH:31][C@H:32]2[CH2:37][CH2:36][CH2:35][C@@H:34]([NH:38][C:39](=[O:45])[O:40][C:41]([CH3:43])([CH3:42])[CH3:44])[CH2:33]2)=[N:16][C:11]([C:10]2[C:4]3[C:5](=[N:6][CH:7]=[C:2]([F:1])[CH:3]=3)[N:8]([S:21]([C:24]3[CH:29]=[CH:28][C:27]([CH3:30])=[CH:26][CH:25]=3)(=[O:23])=[O:22])[CH:9]=2)=[N:12][CH:13]=1.